This data is from Reaction yield outcomes from USPTO patents with 853,638 reactions. The task is: Predict the reaction yield, written as a fraction of the theoretical maximum amount of product (1.0 means a 100% yield; for example, 0.34 means a 34% yield). (1) The reactants are Cl[C:2]1[CH:7]=[C:6]([C:8]2[S:12][C:11]3[CH:13]=[CH:14][C:15]([Cl:17])=[CH:16][C:10]=3[C:9]=2[CH3:18])[CH:5]=[CH:4][N:3]=1.C1(C2C=CC=CC=2)C=CC=CC=1P(C1CCCCC1)C1CCCCC1.[Li+].C[Si]([N-:49][Si](C)(C)C)(C)C. The catalyst is C1COCC1.O.C(#N)C.C(O)(C(F)(F)F)=O.C1C=CC(/C=C/C(/C=C/C2C=CC=CC=2)=O)=CC=1.C1C=CC(/C=C/C(/C=C/C2C=CC=CC=2)=O)=CC=1.C1C=CC(/C=C/C(/C=C/C2C=CC=CC=2)=O)=CC=1.[Pd].[Pd]. The product is [Cl:17][C:15]1[CH:14]=[CH:13][C:11]2[S:12][C:8]([C:6]3[CH:5]=[CH:4][N:3]=[C:2]([NH2:49])[CH:7]=3)=[C:9]([CH3:18])[C:10]=2[CH:16]=1. The yield is 0.130. (2) The reactants are [CH2:1]([O:4][N:5]([C@@H:21]1[C:26]([C:27]([NH2:29])=[O:28])=[CH:25][C@@H:24]([CH2:30][O:31][Si:32]([C:35]([CH3:38])([CH3:37])[CH3:36])([CH3:34])[CH3:33])[NH:23][CH2:22]1)S(C1C=CC([N+]([O-])=O)=CC=1[N+]([O-])=O)(=O)=O)[CH:2]=[CH2:3].C(=O)([O-])[O-].[Cs+].[Cs+].C1(S)C=CC=CC=1. The catalyst is C1COCC1. The product is [CH2:1]([O:4][NH:5][C@@H:21]1[C:26]([C:27]([NH2:29])=[O:28])=[CH:25][C@@H:24]([CH2:30][O:31][Si:32]([C:35]([CH3:38])([CH3:37])[CH3:36])([CH3:33])[CH3:34])[NH:23][CH2:22]1)[CH:2]=[CH2:3]. The yield is 0.800. (3) The reactants are [CH2:1]([NH2:9])[CH2:2][C:3]1[CH:8]=[CH:7][CH:6]=[CH:5][CH:4]=1.C(N(CC)CC)C.[CH3:17][S:18](Cl)(=[O:20])=[O:19]. The catalyst is C(Cl)Cl. The product is [CH3:17][S:18]([NH:9][CH2:1][CH2:2][C:3]1[CH:8]=[CH:7][CH:6]=[CH:5][CH:4]=1)(=[O:20])=[O:19]. The yield is 0.933. (4) The reactants are [CH3:1][N:2]([CH3:32])[C:3]([C:5]1[N:26]([CH:27]2[CH2:31][CH2:30][CH2:29][CH2:28]2)[C:8]2[N:9]=[C:10]([NH:13][C:14]3[CH:19]=[CH:18][C:17]([N:20]4[CH2:25][CH2:24][NH:23][CH2:22][CH2:21]4)=[CH:16][N:15]=3)[N:11]=[CH:12][C:7]=2[CH:6]=1)=[O:4].[N:33]1([C:38](Cl)=[O:39])[CH2:37][CH2:36][CH2:35][CH2:34]1. No catalyst specified. The product is [CH3:1][N:2]([CH3:32])[C:3]([C:5]1[N:26]([CH:27]2[CH2:31][CH2:30][CH2:29][CH2:28]2)[C:8]2[N:9]=[C:10]([NH:13][C:14]3[CH:19]=[CH:18][C:17]([N:20]4[CH2:21][CH2:22][N:23]([C:38]([N:33]5[CH2:37][CH2:36][CH2:35][CH2:34]5)=[O:39])[CH2:24][CH2:25]4)=[CH:16][N:15]=3)[N:11]=[CH:12][C:7]=2[CH:6]=1)=[O:4]. The yield is 0.700. (5) The reactants are Cl[C:2]1[N:7]=[CH:6][C:5](/[CH:8]=[CH:9]/[C:10]2[CH:11]=[C:12]([CH:17]=[C:18]([O:21][CH3:22])[C:19]=2[F:20])[C:13]([O:15][CH3:16])=[O:14])=[CH:4][N:3]=1.[CH2:23]([N:25]1[CH:29]=[C:28]([NH2:30])[CH:27]=[N:26]1)[CH3:24].C1(C)C=CC(S(O)(=O)=O)=CC=1. The catalyst is CC(O)C. The product is [CH2:23]([N:25]1[CH:29]=[C:28]([NH:30][C:2]2[N:7]=[CH:6][C:5](/[CH:8]=[CH:9]/[C:10]3[CH:11]=[C:12]([CH:17]=[C:18]([O:21][CH3:22])[C:19]=3[F:20])[C:13]([O:15][CH3:16])=[O:14])=[CH:4][N:3]=2)[CH:27]=[N:26]1)[CH3:24]. The yield is 0.704. (6) The reactants are [CH:1]1([N:7]([CH2:18][CH3:19])[C:8](=O)[CH2:9][CH2:10][C:11]2[CH:16]=[CH:15][CH:14]=[CH:13][CH:12]=2)[CH2:6][CH2:5][CH2:4][CH2:3][CH2:2]1.[H-].[Al+3].[Li+].[H-].[H-].[H-].O.O.O.O.O.O.O.O.O.O.S([O-])([O-])(=O)=O.[Na+].[Na+]. The catalyst is O1CCCC1. The product is [C:11]1([CH2:10][CH2:9][CH2:8][N:7]([CH:1]2[CH2:2][CH2:3][CH2:4][CH2:5][CH2:6]2)[CH2:18][CH3:19])[CH:16]=[CH:15][CH:14]=[CH:13][CH:12]=1. The yield is 0.199. (7) The reactants are [CH2:1]([C@H:9]1[CH2:13][CH2:12][CH2:11][N:10]1[C:14]([O:16][C:17]([CH3:20])([CH3:19])[CH3:18])=[O:15])[CH2:2][C:3]1[CH:8]=[CH:7][CH:6]=[CH:5][CH:4]=1. The catalyst is [Pd]. The product is [C:5]1([CH2:6][CH2:7][CH2:8][CH2:3][CH:2]=[CH:1][C@@H:9]2[CH2:13][CH2:12][CH2:11][N:10]2[C:14]([O:16][C:17]([CH3:18])([CH3:19])[CH3:20])=[O:15])[CH:4]=[CH:3][CH:2]=[CH:1][CH:9]=1. The yield is 0.970. (8) The reactants are [CH3:1][S:2][C:3]1[CH:10]=[CH:9][C:6]([CH2:7]Br)=[CH:5][CH:4]=1.[H-].[Na+].[F:13][C:14]([F:23])([F:22])[CH2:15][CH2:16][CH:17]([C:20]#[N:21])[C:18]#[N:19]. The catalyst is CN(C)C=O. The product is [CH3:1][S:2][C:3]1[CH:10]=[CH:9][C:6]([CH2:7][C:17]([CH2:16][CH2:15][C:14]([F:13])([F:22])[F:23])([C:18]#[N:19])[C:20]#[N:21])=[CH:5][CH:4]=1. The yield is 0.500.